This data is from Forward reaction prediction with 1.9M reactions from USPTO patents (1976-2016). The task is: Predict the product of the given reaction. Given the reactants [O:1]=[C:2]1[CH:6]([CH2:7][C:8]([O:10][CH2:11][CH3:12])=[O:9])[CH2:5][CH2:4][NH:3]1.[H-].[Na+].[CH2:15]([O:22][C:23]1[CH:28]=[CH:27][C:26](F)=[C:25]([N+:30]([O-:32])=[O:31])[CH:24]=1)[C:16]1[CH:21]=[CH:20][CH:19]=[CH:18][CH:17]=1.O, predict the reaction product. The product is: [CH2:15]([O:22][C:23]1[CH:28]=[CH:27][C:26]([N:3]2[CH2:4][CH2:5][CH:6]([CH2:7][C:8]([O:10][CH2:11][CH3:12])=[O:9])[C:2]2=[O:1])=[C:25]([N+:30]([O-:32])=[O:31])[CH:24]=1)[C:16]1[CH:17]=[CH:18][CH:19]=[CH:20][CH:21]=1.